From a dataset of Full USPTO retrosynthesis dataset with 1.9M reactions from patents (1976-2016). Predict the reactants needed to synthesize the given product. (1) Given the product [Cl:1][C:2]1[C:11]2[C:6](=[CH:7][C:8]([O:13][CH3:14])=[C:9]([O:12][CH2:22][CH2:21][N:15]3[CH2:20][CH2:19][O:18][CH2:17][CH2:16]3)[CH:10]=2)[N:5]=[CH:4][N:3]=1, predict the reactants needed to synthesize it. The reactants are: [Cl:1][C:2]1[C:11]2[C:6](=[CH:7][C:8]([O:13][CH3:14])=[C:9]([OH:12])[CH:10]=2)[N:5]=[CH:4][N:3]=1.[N:15]1([CH2:21][CH2:22]O)[CH2:20][CH2:19][O:18][CH2:17][CH2:16]1. (2) Given the product [CH2:1]([C:3]1[C:7]([CH2:8][C:9]2[CH:10]=[CH:11][C:12]([N:15]([CH3:16])[S:31]([CH3:30])(=[O:33])=[O:32])=[CH:13][CH:14]=2)=[C:6]([CH2:17][CH3:18])[N:5]([CH2:19][C@@H:20]([NH:22][C:23](=[O:29])[O:24][C:25]([CH3:26])([CH3:27])[CH3:28])[CH3:21])[N:4]=1)[CH3:2], predict the reactants needed to synthesize it. The reactants are: [CH2:1]([C:3]1[C:7]([CH2:8][C:9]2[CH:14]=[CH:13][C:12]([NH:15][CH3:16])=[CH:11][CH:10]=2)=[C:6]([CH2:17][CH3:18])[N:5]([CH2:19][C@@H:20]([NH:22][C:23](=[O:29])[O:24][C:25]([CH3:28])([CH3:27])[CH3:26])[CH3:21])[N:4]=1)[CH3:2].[CH3:30][S:31](Cl)(=[O:33])=[O:32].N1C=CC=CC=1. (3) The reactants are: [O:1]1[C:5]2C=CC(C=O)=[CH:9][C:4]=2[CH2:3]C1.[CH2:12]1[C:17](=O)N(Br)C(=O)[CH2:13]1.CC(N=NC(C#N)(C)C)(C#N)C.Cl[C:33]1[CH:38]=[CH:37][CH:36]=[CH:35][CH:34]=1. Given the product [CH3:13][CH:12]([C:33]1[CH:38]=[CH:37][C:36]([CH2:3][CH:4]([CH:5]=[O:1])[CH3:9])=[CH:35][CH:34]=1)[CH3:17], predict the reactants needed to synthesize it. (4) Given the product [CH2:1]([O:3][C:4]([C:6]1[C:7]([NH:31][NH2:32])=[N:8][C:9]([O:25][C:19]2[CH:20]=[CH:21][C:22]([F:24])=[CH:23][C:18]=2[F:17])=[N:10][CH:11]=1)=[O:5])[CH3:2], predict the reactants needed to synthesize it. The reactants are: [CH2:1]([O:3][C:4]([C:6]1[C:7](Cl)=[N:8][C:9](S(C)(=O)=O)=[N:10][CH:11]=1)=[O:5])[CH3:2].[F:17][C:18]1[CH:23]=[C:22]([F:24])[CH:21]=[CH:20][C:19]=1[OH:25].CC[O-].[Na+].O.[NH2:31][NH2:32]. (5) Given the product [CH2:19]([NH:17][C:14]1[CH:13]=[CH:12][C:11]([S:8]([NH:7][C:5]2[CH:6]=[CH:1][CH:2]=[CH:3][N:4]=2)(=[O:10])=[O:9])=[CH:16][CH:15]=1)[CH2:18][CH2:23][CH3:22], predict the reactants needed to synthesize it. The reactants are: [CH:1]1[CH:2]=[CH:3][N:4]=[C:5]([NH:7][S:8]([C:11]2[CH:12]=[CH:13][C:14]([NH2:17])=[CH:15][CH:16]=2)(=[O:10])=[O:9])[CH:6]=1.[CH:18]1[CH:19]=CC2C(=O)C=CC(=O)[C:22]=2[CH:23]=1.CCN(C(C)C)C(C)C.CI. (6) Given the product [F:22][C:20]1[CH:21]=[C:16]([C@@:5]2([CH3:15])[N:4]([CH2:1]/[CH:2]=[CH:3]/[C:25]3[CH:42]=[C:41]4[C:28]([CH2:29][C@@:30]5([CH2:40]4)[C:38]4[C:33](=[N:34][CH:35]=[CH:36][CH:37]=4)[NH:32][C:31]5=[O:39])=[CH:27][C:26]=3[C:43]#[N:44])[C:13](=[O:14])[C:8]3([CH2:12][CH2:11][CH2:10][CH2:9]3)[NH:7][CH2:6]2)[CH:17]=[C:18]([F:23])[CH:19]=1, predict the reactants needed to synthesize it. The reactants are: [CH2:1]([N:4]1[C:13](=[O:14])[C:8]2([CH2:12][CH2:11][CH2:10][CH2:9]2)[NH:7][CH2:6][C@:5]1([C:16]1[CH:21]=[C:20]([F:22])[CH:19]=[C:18]([F:23])[CH:17]=1)[CH3:15])[CH:2]=[CH2:3].Br[C:25]1[CH:42]=[C:41]2[C:28]([CH2:29][C@@:30]3([CH2:40]2)[C:38]2[C:33](=[N:34][CH:35]=[CH:36][CH:37]=2)[NH:32][C:31]3=[O:39])=[CH:27][C:26]=1[C:43]#[N:44].C1(CNCC2CCCCC2)CCCCC1. (7) Given the product [ClH:33].[S:1]1[C:5]2[CH:6]=[CH:7][CH:8]=[CH:9][C:4]=2[N:3]=[C:2]1[CH2:10][NH:11][C:12]([C@@H:14]1[CH2:18][C@@H:17]([F:19])[CH2:16][NH:15]1)=[O:13], predict the reactants needed to synthesize it. The reactants are: [S:1]1[C:5]2[CH:6]=[CH:7][CH:8]=[CH:9][C:4]=2[N:3]=[C:2]1[CH2:10][NH:11][C:12]([C@@H:14]1[CH2:18][C@@H:17]([F:19])[CH2:16][N:15]1C(OC(C)(C)C)=O)=[O:13].O1CCOCC1.[ClH:33]. (8) Given the product [F:18][C:4]([F:3])([F:19])[C:5]1[CH:6]=[CH:7][C:8]([CH2:11][CH:12]2[CH2:16][CH2:15][CH2:14][CH:13]2[OH:17])=[N:9][CH:10]=1, predict the reactants needed to synthesize it. The reactants are: [BH4-].[Na+].[F:3][C:4]([F:19])([F:18])[C:5]1[CH:6]=[CH:7][C:8]([CH2:11][CH:12]2[CH2:16][CH2:15][CH2:14][C:13]2=[O:17])=[N:9][CH:10]=1.